From a dataset of Drug-target binding data from BindingDB using IC50 measurements. Regression. Given a target protein amino acid sequence and a drug SMILES string, predict the binding affinity score between them. We predict pIC50 (pIC50 = -log10(IC50 in M); higher means more potent). Dataset: bindingdb_ic50. The target protein (Q9I7A8) has sequence MAILNILEFPDPRLRTIAKPVEVVDDAVRQLIDDMFETMYEAPGIGLAATQVNVHKRIVVMDLSEDKSEPRVFINPEFEPLTEDMDQYQEGCLSVPGFYENVDRPQKVRIKALDRDGNPFEEVAEGLLAVCIQHECDHLNGKLFVDYLSTLKRDRIRKKLEKQHRQQA. The small molecule is CCCC[C@H](CN(O)C=O)C(=O)[C@@H](NC(=O)Nc1ccccc1OC)C(C)C. The pIC50 is 7.4.